Task: Predict which catalyst facilitates the given reaction.. Dataset: Catalyst prediction with 721,799 reactions and 888 catalyst types from USPTO Reactant: Cl[C:2]1[CH:9]=[CH:8][C:5]([C:6]#[N:7])=[CH:4][N:3]=1.[CH3:10][C:11]1[C:15](B(O)O)=[CH:14][N:13]([C:19]([C:32]2[CH:37]=[CH:36][CH:35]=[CH:34][CH:33]=2)([C:26]2[CH:31]=[CH:30][CH:29]=[CH:28][CH:27]=2)[C:20]2[CH:25]=[CH:24][CH:23]=[CH:22][CH:21]=2)[N:12]=1.C(=O)([O-])[O-].[Na+].[Na+]. Product: [CH3:10][C:11]1[C:15]([C:2]2[CH:9]=[CH:8][C:5]([C:6]#[N:7])=[CH:4][N:3]=2)=[CH:14][N:13]([C:19]([C:20]2[CH:25]=[CH:24][CH:23]=[CH:22][CH:21]=2)([C:26]2[CH:27]=[CH:28][CH:29]=[CH:30][CH:31]=2)[C:32]2[CH:37]=[CH:36][CH:35]=[CH:34][CH:33]=2)[N:12]=1. The catalyst class is: 149.